Dataset: Full USPTO retrosynthesis dataset with 1.9M reactions from patents (1976-2016). Task: Predict the reactants needed to synthesize the given product. (1) Given the product [CH3:27][S:28]([O:9][CH2:8][C@@H:7]([NH:10][C:11]([O:12][C:13]([CH3:16])([CH3:14])[CH3:15])=[O:17])[C@H:6]([O:18][Si:19]([C:22]([CH3:25])([CH3:24])[CH3:23])([CH3:20])[CH3:21])[C@@H:5]([CH3:26])[CH2:4][N:1]=[N+:2]=[N-:3])(=[O:30])=[O:29], predict the reactants needed to synthesize it. The reactants are: [N:1]([CH2:4][C@H:5]([CH3:26])[C@@H:6]([O:18][Si:19]([C:22]([CH3:25])([CH3:24])[CH3:23])([CH3:21])[CH3:20])[C@H:7]([NH:10][C:11](=[O:17])[O:12][C:13]([CH3:16])([CH3:15])[CH3:14])[CH2:8][OH:9])=[N+:2]=[N-:3].[CH3:27][S:28](Cl)(=[O:30])=[O:29]. (2) The reactants are: [CH3:1][O:2][C:3]1[CH:27]=[CH:26][C:6]([CH2:7][NH:8][C:9]2[C:14]3[C:15]([C:18]4[CH:23]=[CH:22][CH:21]=[C:20]([O:24][CH3:25])[CH:19]=4)=[CH:16][NH:17][C:13]=3[CH:12]=[CH:11][N:10]=2)=[CH:5][CH:4]=1.[C:28]([NH:35][CH2:36][CH2:37][CH2:38][CH2:39]Br)([O:30][C:31]([CH3:34])([CH3:33])[CH3:32])=[O:29].C(=O)([O-])[O-].[Cs+].[Cs+]. Given the product [CH3:1][O:2][C:3]1[CH:4]=[CH:5][C:6]([CH2:7][NH:8][C:9]2[C:14]3[C:15]([C:18]4[CH:23]=[CH:22][CH:21]=[C:20]([O:24][CH3:25])[CH:19]=4)=[CH:16][N:17]([CH2:39][CH2:38][CH2:37][CH2:36][NH:35][C:28](=[O:29])[O:30][C:31]([CH3:34])([CH3:33])[CH3:32])[C:13]=3[CH:12]=[CH:11][N:10]=2)=[CH:26][CH:27]=1, predict the reactants needed to synthesize it. (3) Given the product [NH2:11][C:10]1[C:5]([C:3]([OH:4])=[O:2])=[N:6][C:7]([I:12])=[CH:8][N:9]=1, predict the reactants needed to synthesize it. The reactants are: C[O:2][C:3]([C:5]1[C:10]([NH2:11])=[N:9][CH:8]=[C:7]([I:12])[N:6]=1)=[O:4].[OH-].[Li+].C(O)(=O)CC(CC(O)=O)(C(O)=O)O. (4) The reactants are: [Cl:1][C:2]1[CH:3]=[C:4]([C@H:8]2[CH2:13][CH2:12][C:11](=[O:14])[N:10]([C@H:15]([CH2:23][CH3:24])[C:16]([O:18][C:19]([CH3:22])([CH3:21])[CH3:20])=[O:17])[C@@H:9]2[C:25]2[CH:30]=[CH:29][C:28]([Cl:31])=[CH:27][CH:26]=2)[CH:5]=[CH:6][CH:7]=1.[CH2:32](Br)[CH:33]=[CH2:34].C[Si]([N-][Si](C)(C)C)(C)C.[Li+]. Given the product [CH2:34]([C@@H:12]1[CH2:13][C@H:8]([C:4]2[CH:5]=[CH:6][CH:7]=[C:2]([Cl:1])[CH:3]=2)[C@@H:9]([C:25]2[CH:26]=[CH:27][C:28]([Cl:31])=[CH:29][CH:30]=2)[N:10]([C@@H:15]([CH2:23][CH3:24])[C:16]([O:18][C:19]([CH3:22])([CH3:21])[CH3:20])=[O:17])[C:11]1=[O:14])[CH:33]=[CH2:32], predict the reactants needed to synthesize it. (5) Given the product [OH:4][CH2:3][C:2]([NH:1][S:45]([C:41]1[CH:42]=[CH:43][CH:44]=[C:39]([C:35]2[CH:34]=[C:33]([C:19]3[N:18]=[C:17]([C:16]([F:15])([F:49])[F:50])[CH:22]=[C:21]([C:23]4[CH:28]=[CH:27][C:26]([C:29]([F:32])([F:30])[F:31])=[CH:25][CH:24]=4)[N:20]=3)[CH:38]=[CH:37][N:36]=2)[CH:40]=1)(=[O:46])=[O:47])([CH3:6])[CH3:5], predict the reactants needed to synthesize it. The reactants are: [NH2:1][C:2]([CH3:6])([CH3:5])[CH2:3][OH:4].C(N(CC)CC)C.Cl.[F:15][C:16]([F:50])([F:49])[C:17]1[CH:22]=[C:21]([C:23]2[CH:28]=[CH:27][C:26]([C:29]([F:32])([F:31])[F:30])=[CH:25][CH:24]=2)[N:20]=[C:19]([C:33]2[CH:38]=[CH:37][N:36]=[C:35]([C:39]3[CH:40]=[C:41]([S:45](Cl)(=[O:47])=[O:46])[CH:42]=[CH:43][CH:44]=3)[CH:34]=2)[N:18]=1. (6) Given the product [CH3:1][O:2][C:3](=[O:18])[NH:4][C@@H:5]1[C@@H:9]([NH:10][C:23](=[O:24])[CH2:22][CH2:21][C:20]([F:28])([F:19])[CH2:26][Cl:27])[CH2:8][N:7]([CH2:11][C:12]2[CH:17]=[CH:16][CH:15]=[CH:14][CH:13]=2)[CH2:6]1, predict the reactants needed to synthesize it. The reactants are: [CH3:1][O:2][C:3](=[O:18])[NH:4][C@@H:5]1[C@@H:9]([NH2:10])[CH2:8][N:7]([CH2:11][C:12]2[CH:17]=[CH:16][CH:15]=[CH:14][CH:13]=2)[CH2:6]1.[F:19][C:20]([F:28])([CH2:26][Cl:27])[CH2:21][CH2:22][C:23](O)=[O:24].C(N(CC)CC)C.